From a dataset of Forward reaction prediction with 1.9M reactions from USPTO patents (1976-2016). Predict the product of the given reaction. The product is: [CH2:1]([N:4]([CH2:21][CH2:22][CH3:23])[CH2:5][CH2:6][CH2:7][CH2:8][N:9]1[CH2:18][CH2:17][C:16]2[C:11](=[CH:12][CH:13]=[C:14]([CH2:19][NH:46][CH2:45][C:41]3[N:40]([CH3:39])[CH:44]=[CH:43][N:42]=3)[CH:15]=2)[CH2:10]1)[CH2:2][CH3:3]. Given the reactants [CH2:1]([N:4]([CH2:21][CH2:22][CH3:23])[CH2:5][CH2:6][CH2:7][CH2:8][N:9]1[CH2:18][CH2:17][C:16]2[C:11](=[CH:12][CH:13]=[C:14]([CH:19]=O)[CH:15]=2)[CH2:10]1)[CH2:2][CH3:3].C[Si](C)(C)CCOCN1C=CN=C1C=O.[CH3:39][N:40]1[CH:44]=[CH:43][N:42]=[C:41]1[CH2:45][NH2:46], predict the reaction product.